Dataset: Retrosynthesis with 50K atom-mapped reactions and 10 reaction types from USPTO. Task: Predict the reactants needed to synthesize the given product. (1) The reactants are: CC(C)(C)OC(=O)CCN1CCC2(CC1)COc1cc(/C=C/c3c(Cl)cccc3Cl)ccc12. Given the product O=C(O)CCN1CCC2(CC1)COc1cc(/C=C/c3c(Cl)cccc3Cl)ccc12, predict the reactants needed to synthesize it. (2) Given the product CCC(=O)c1c(-c2ccccc2)c2cc(Br)ccc2c(=O)n1Cc1ccc(S(=O)(=O)NCC(=O)O)cc1, predict the reactants needed to synthesize it. The reactants are: CCC(=O)c1c(-c2ccccc2)c2cc(Br)ccc2c(=O)n1Cc1ccc(S(=O)(=O)NCC(=O)OC)cc1. (3) The reactants are: CCCCc1ccc(CN(CCCCCCC(=O)OCC)S(C)(=O)=O)cc1. Given the product CCCCc1ccc(CN(CCCCCCC(=O)O)S(C)(=O)=O)cc1, predict the reactants needed to synthesize it.